Dataset: Reaction yield outcomes from USPTO patents with 853,638 reactions. Task: Predict the reaction yield, written as a fraction of the theoretical maximum amount of product (1.0 means a 100% yield; for example, 0.34 means a 34% yield). The reactants are [Cl:1][C:2]1[CH:3]=[CH:4][C:5]2[N:6]([C:8]([CH3:37])=[C:9]([N:11]([CH2:25][C:26]3[CH:31]=[CH:30][C:29]([O:32][C:33]([F:36])([F:35])[F:34])=[CH:28][CH:27]=3)[S:12]([C:15]3[CH:24]=[CH:23][C:18]([C:19]([O:21]C)=[O:20])=[CH:17][CH:16]=3)(=[O:14])=[O:13])[N:10]=2)[CH:7]=1.[OH-].[Na+:39]. The catalyst is CO. The product is [Cl:1][C:2]1[CH:3]=[CH:4][C:5]2[N:6]([C:8]([CH3:37])=[C:9]([N:11]([CH2:25][C:26]3[CH:31]=[CH:30][C:29]([O:32][C:33]([F:34])([F:35])[F:36])=[CH:28][CH:27]=3)[S:12]([C:15]3[CH:16]=[CH:17][C:18]([C:19]([O-:21])=[O:20])=[CH:23][CH:24]=3)(=[O:14])=[O:13])[N:10]=2)[CH:7]=1.[Na+:39]. The yield is 0.990.